Task: Regression. Given two drug SMILES strings and cell line genomic features, predict the synergy score measuring deviation from expected non-interaction effect.. Dataset: NCI-60 drug combinations with 297,098 pairs across 59 cell lines (1) Drug 1: C(=O)(N)NO. Drug 2: COCCOC1=C(C=C2C(=C1)C(=NC=N2)NC3=CC=CC(=C3)C#C)OCCOC.Cl. Cell line: M14. Synergy scores: CSS=-3.16, Synergy_ZIP=2.74, Synergy_Bliss=1.54, Synergy_Loewe=-3.24, Synergy_HSA=-2.41. (2) Drug 1: C1CN1P(=S)(N2CC2)N3CC3. Drug 2: CC1C(C(CC(O1)OC2CC(CC3=C2C(=C4C(=C3O)C(=O)C5=C(C4=O)C(=CC=C5)OC)O)(C(=O)CO)O)N)O.Cl. Cell line: NCI-H322M. Synergy scores: CSS=18.0, Synergy_ZIP=-0.605, Synergy_Bliss=0.567, Synergy_Loewe=-15.9, Synergy_HSA=-0.322. (3) Synergy scores: CSS=5.44, Synergy_ZIP=0.984, Synergy_Bliss=3.77, Synergy_Loewe=-5.35, Synergy_HSA=0.238. Drug 1: CC1CCC2CC(C(=CC=CC=CC(CC(C(=O)C(C(C(=CC(C(=O)CC(OC(=O)C3CCCCN3C(=O)C(=O)C1(O2)O)C(C)CC4CCC(C(C4)OC)OCCO)C)C)O)OC)C)C)C)OC. Cell line: HCT116. Drug 2: COC1=C2C(=CC3=C1OC=C3)C=CC(=O)O2. (4) Drug 1: C1CCC(CC1)NC(=O)N(CCCl)N=O. Drug 2: CC12CCC3C(C1CCC2O)C(CC4=C3C=CC(=C4)O)CCCCCCCCCS(=O)CCCC(C(F)(F)F)(F)F. Cell line: ACHN. Synergy scores: CSS=9.80, Synergy_ZIP=-6.73, Synergy_Bliss=-9.49, Synergy_Loewe=-8.15, Synergy_HSA=-8.10. (5) Drug 1: CN(C)C1=NC(=NC(=N1)N(C)C)N(C)C. Drug 2: C(CCl)NC(=O)N(CCCl)N=O. Cell line: RXF 393. Synergy scores: CSS=0.435, Synergy_ZIP=1.06, Synergy_Bliss=1.43, Synergy_Loewe=-3.67, Synergy_HSA=-1.99. (6) Drug 1: CC1OCC2C(O1)C(C(C(O2)OC3C4COC(=O)C4C(C5=CC6=C(C=C35)OCO6)C7=CC(=C(C(=C7)OC)O)OC)O)O. Drug 2: C1=CC(=CC=C1CCCC(=O)O)N(CCCl)CCCl. Cell line: NCI-H460. Synergy scores: CSS=59.2, Synergy_ZIP=4.38, Synergy_Bliss=4.20, Synergy_Loewe=1.70, Synergy_HSA=8.42. (7) Drug 1: C1=C(C(=O)NC(=O)N1)F. Drug 2: C1=CC(=CC=C1CC(C(=O)O)N)N(CCCl)CCCl.Cl. Cell line: NCI-H460. Synergy scores: CSS=58.5, Synergy_ZIP=-2.71, Synergy_Bliss=-5.86, Synergy_Loewe=-9.22, Synergy_HSA=-3.39. (8) Drug 1: C(CCl)NC(=O)N(CCCl)N=O. Drug 2: COCCOC1=C(C=C2C(=C1)C(=NC=N2)NC3=CC=CC(=C3)C#C)OCCOC.Cl. Cell line: UACC-257. Synergy scores: CSS=3.74, Synergy_ZIP=-3.22, Synergy_Bliss=-3.41, Synergy_Loewe=-2.30, Synergy_HSA=-2.11. (9) Drug 1: CCC1=CC2CC(C3=C(CN(C2)C1)C4=CC=CC=C4N3)(C5=C(C=C6C(=C5)C78CCN9C7C(C=CC9)(C(C(C8N6C)(C(=O)OC)O)OC(=O)C)CC)OC)C(=O)OC.C(C(C(=O)O)O)(C(=O)O)O. Drug 2: CCCCC(=O)OCC(=O)C1(CC(C2=C(C1)C(=C3C(=C2O)C(=O)C4=C(C3=O)C=CC=C4OC)O)OC5CC(C(C(O5)C)O)NC(=O)C(F)(F)F)O. Cell line: UACC-257. Synergy scores: CSS=33.9, Synergy_ZIP=-3.08, Synergy_Bliss=4.06, Synergy_Loewe=3.58, Synergy_HSA=3.16. (10) Drug 1: CN(C)N=NC1=C(NC=N1)C(=O)N. Drug 2: C1C(C(OC1N2C=NC3=C2NC=NCC3O)CO)O. Cell line: A498. Synergy scores: CSS=0.0380, Synergy_ZIP=-0.326, Synergy_Bliss=0.892, Synergy_Loewe=-1.11, Synergy_HSA=-0.642.